From a dataset of Forward reaction prediction with 1.9M reactions from USPTO patents (1976-2016). Predict the product of the given reaction. (1) Given the reactants [NH2:1][C:2]1[N:7]=[CH:6][N:5]=[C:4]2[N:8]([CH:12]([C:14]3[CH:19]=[N:18][N:17]([CH3:20])[C:16](=[O:21])[C:15]=3[C:22]3[CH:27]=[CH:26][CH:25]=[CH:24][CH:23]=3)[CH3:13])[N:9]=[C:10](I)[C:3]=12.[F:28][C:29]1[CH:30]=[C:31](B(O)O)[CH:32]=[C:33]([OH:35])[CH:34]=1, predict the reaction product. The product is: [NH2:1][C:2]1[N:7]=[CH:6][N:5]=[C:4]2[N:8]([CH:12]([C:14]3[CH:19]=[N:18][N:17]([CH3:20])[C:16](=[O:21])[C:15]=3[C:22]3[CH:27]=[CH:26][CH:25]=[CH:24][CH:23]=3)[CH3:13])[N:9]=[C:10]([C:31]3[CH:32]=[C:33]([OH:35])[CH:34]=[C:29]([F:28])[CH:30]=3)[C:3]=12. (2) The product is: [O:45]=[C:44]1[C@@H:33]([NH:34][C:28]([C:12]2[C:13]([CH3:27])=[C:14](/[CH:15]=[C:16]3\[C:17](=[O:26])[NH:18][C:19]4[C:24]\3=[CH:23][C:22]([F:25])=[CH:21][CH:20]=4)[NH:10][C:11]=2[CH3:31])=[O:30])[CH2:32][CH2:41][NH:42]1. Given the reactants N1C2C(=NC=CC=2)N([N:10]2[C:14](/[CH:15]=[C:16]3\[C:17](=[O:26])[NH:18][C:19]4[C:24]\3=[CH:23][C:22]([F:25])=[CH:21][CH:20]=4)=[C:13]([CH3:27])[C:12]([C:28]([O-:30])=O)=[C:11]2[CH3:31])N=1.[CH3:32][CH2:33][N:34](C(C)C)C(C)C.[CH3:41][N:42]([CH:44]=[O:45])C, predict the reaction product. (3) Given the reactants [CH:1]1([N:6]2[C:15]3[N:14]=[C:13]([C:16]4[CH:21]=[CH:20][N:19]=[C:18](F)[CH:17]=4)[N:12]=[CH:11][C:10]=3[N:9]([CH3:23])[C:8](=[O:24])[C@H:7]2[CH2:25][CH3:26])[CH2:5][CH2:4][CH2:3][CH2:2]1.[CH3:27][NH2:28], predict the reaction product. The product is: [CH:1]1([N:6]2[C:15]3[N:14]=[C:13]([C:16]4[CH:21]=[CH:20][N:19]=[C:18]([NH:28][CH3:27])[CH:17]=4)[N:12]=[CH:11][C:10]=3[N:9]([CH3:23])[C:8](=[O:24])[C@H:7]2[CH2:25][CH3:26])[CH2:5][CH2:4][CH2:3][CH2:2]1. (4) Given the reactants [N:1]1([CH2:6][CH2:7][O:8][C:9]2[CH:14]=[C:13](B3OC(C)(C)C(C)(C)O3)[CH:12]=[CH:11][N:10]=2)[CH2:5][CH2:4][CH2:3][CH2:2]1.Br[C:25]1[C:26]2[O:35][C:34]([CH2:36][N:37]3[CH2:42][CH2:41][N:40]([S:43]([CH3:46])(=[O:45])=[O:44])[CH2:39][C@H:38]3[CH3:47])=[CH:33][C:27]=2[C:28](=[O:32])[N:29]([CH3:31])[CH:30]=1.C(=O)([O-])[O-].[Na+].[Na+], predict the reaction product. The product is: [CH3:31][N:29]1[CH:30]=[C:25]([C:13]2[CH:12]=[CH:11][N:10]=[C:9]([O:8][CH2:7][CH2:6][N:1]3[CH2:2][CH2:3][CH2:4][CH2:5]3)[CH:14]=2)[C:26]2[O:35][C:34]([CH2:36][N:37]3[CH2:42][CH2:41][N:40]([S:43]([CH3:46])(=[O:45])=[O:44])[CH2:39][C@H:38]3[CH3:47])=[CH:33][C:27]=2[C:28]1=[O:32]. (5) Given the reactants [CH2:1]([O:3][C:4](=[O:38])[CH:5]([C:22]1[N:23]([CH3:37])[C:24]2[C:29]([C:30]=1[S:31][C:32]([CH3:35])([CH3:34])[CH3:33])=[CH:28][C:27]([OH:36])=[CH:26][CH:25]=2)[CH2:6][C:7]1[CH:12]=[CH:11][C:10](B2OC(C)(C)C(C)(C)O2)=[CH:9][CH:8]=1)[CH3:2].Cl[C:40]1[N:45]=[CH:44][C:43]([F:46])=[CH:42][N:41]=1, predict the reaction product. The product is: [CH2:1]([O:3][C:4](=[O:38])[CH:5]([C:22]1[N:23]([CH3:37])[C:24]2[C:29]([C:30]=1[S:31][C:32]([CH3:34])([CH3:33])[CH3:35])=[CH:28][C:27]([OH:36])=[CH:26][CH:25]=2)[CH2:6][C:7]1[CH:8]=[CH:9][C:10]([C:40]2[N:45]=[CH:44][C:43]([F:46])=[CH:42][N:41]=2)=[CH:11][CH:12]=1)[CH3:2]. (6) Given the reactants [F:1][C:2]1[CH:3]=[CH:4][C:5]2[NH:14][C:13](=O)[C:12]3[CH:11]=[C:10]([CH3:16])[S:9][C:8]=3[NH:7][C:6]=2[CH:17]=1.COC1C=CC(P2(=S)SP(=S)(C3C=CC(OC)=CC=3)[S:27]2)=CC=1, predict the reaction product. The product is: [F:1][C:2]1[CH:3]=[CH:4][C:5]2[NH:14][C:13](=[S:27])[C:12]3[CH:11]=[C:10]([CH3:16])[S:9][C:8]=3[NH:7][C:6]=2[CH:17]=1. (7) The product is: [C:1]([NH:4][C:5]1[CH:10]=[CH:9][C:8]([C:15]2[CH:16]=[CH:17][C:18]([NH:21][C:22]([C:24]3[N:28]([C:29]4[CH:34]=[CH:33][CH:32]=[CH:31][C:30]=4[Cl:35])[N:27]=[C:26]([C:36]([F:37])([F:38])[F:39])[CH:25]=3)=[O:23])=[CH:19][CH:20]=2)=[CH:7][CH:6]=1)(=[O:3])[CH3:2]. Given the reactants [C:1]([NH:4][C:5]1[CH:10]=[CH:9][C:8](B(O)O)=[CH:7][CH:6]=1)(=[O:3])[CH3:2].Br[C:15]1[CH:20]=[CH:19][C:18]([NH:21][C:22]([C:24]2[N:28]([C:29]3[CH:34]=[CH:33][CH:32]=[CH:31][C:30]=3[Cl:35])[N:27]=[C:26]([C:36]([F:39])([F:38])[F:37])[CH:25]=2)=[O:23])=[CH:17][CH:16]=1.C(O)C, predict the reaction product. (8) The product is: [F:19][C:18]([F:21])([F:20])[C:15]1[CH:16]=[CH:17][C:12]([O:11][C:8]2[CH:9]=[CH:10][C:5]([O:4][C:2]([N:22]3[CH2:27][CH2:26][CH:25]([CH2:28][C:29]4[N:30]=[CH:31][CH:32]=[CH:33][N:34]=4)[CH2:24][CH2:23]3)=[O:3])=[CH:6][CH:7]=2)=[N:13][CH:14]=1. Given the reactants Cl[C:2]([O:4][C:5]1[CH:10]=[CH:9][C:8]([O:11][C:12]2[CH:17]=[CH:16][C:15]([C:18]([F:21])([F:20])[F:19])=[CH:14][N:13]=2)=[CH:7][CH:6]=1)=[O:3].[NH:22]1[CH2:27][CH2:26][CH:25]([CH2:28][C:29]2[N:34]=[CH:33][CH:32]=[CH:31][N:30]=2)[CH2:24][CH2:23]1, predict the reaction product. (9) Given the reactants Cl[C:2]1[CH2:7][CH2:6][C:5]([CH3:9])([CH3:8])[C:4](=[O:10])[CH:3]=1.[NH:11]1[CH:15]=[CH:14][N:13]=[N:12]1, predict the reaction product. The product is: [CH3:8][C:5]1([CH3:9])[C:4](=[O:10])[CH:3]=[C:2]([N:11]2[CH:15]=[CH:14][N:13]=[N:12]2)[CH2:7][CH2:6]1.[CH3:8][C:5]1([CH3:9])[C:4](=[O:10])[CH:3]=[C:2]([N:12]2[N:13]=[CH:14][CH:15]=[N:11]2)[CH2:7][CH2:6]1. (10) Given the reactants [OH:1][CH2:2][C:3]([C:6]1[CH:10]=[C:9]([NH:11][C:12](=[O:19])OCC(Cl)(Cl)Cl)[N:8]([C:20]2[CH:25]=[CH:24][C:23]([CH3:26])=[CH:22][CH:21]=2)[N:7]=1)([CH3:5])[CH3:4].[NH2:27][CH2:28][C:29]1[CH:47]=[C:46]([F:48])[CH:45]=[CH:44][C:30]=1[O:31][C:32]1[CH:33]=[C:34]2[C:38](=[CH:39][CH:40]=1)[N:37]([CH2:41][CH2:42][OH:43])[N:36]=[CH:35]2, predict the reaction product. The product is: [F:48][C:46]1[CH:45]=[CH:44][C:30]([O:31][C:32]2[CH:33]=[C:34]3[C:38](=[CH:39][CH:40]=2)[N:37]([CH2:41][CH2:42][OH:43])[N:36]=[CH:35]3)=[C:29]([CH2:28][NH:27][C:12]([NH:11][C:9]2[N:8]([C:20]3[CH:21]=[CH:22][C:23]([CH3:26])=[CH:24][CH:25]=3)[N:7]=[C:6]([C:3]([CH3:5])([CH3:4])[CH2:2][OH:1])[CH:10]=2)=[O:19])[CH:47]=1.